This data is from Full USPTO retrosynthesis dataset with 1.9M reactions from patents (1976-2016). The task is: Predict the reactants needed to synthesize the given product. (1) Given the product [NH2:1][C:2]1[C:12]([CH:13]=[CH2:14])=[C:11]([CH2:15][N:32]2[CH2:33][CH2:34][CH2:35][C@H:30]([N:22]([CH3:21])[C:23]([O:24][C:25]([CH3:27])([CH3:26])[CH3:28])=[O:29])[CH2:31]2)[C:10]([C:17]([F:20])([F:19])[F:18])=[CH:9][C:3]=1[C:4]([O:6][CH2:7][CH3:8])=[O:5], predict the reactants needed to synthesize it. The reactants are: [NH2:1][C:2]1[C:12]([CH:13]=[CH2:14])=[C:11]([CH:15]=O)[C:10]([C:17]([F:20])([F:19])[F:18])=[CH:9][C:3]=1[C:4]([O:6][CH2:7][CH3:8])=[O:5].[CH3:21][N:22]([C@H:30]1[CH2:35][CH2:34][CH2:33][NH:32][CH2:31]1)[C:23](=[O:29])[O:24][C:25]([CH3:28])([CH3:27])[CH3:26].C(Cl)(Cl)Cl. (2) Given the product [Br:18][C:19]1[CH:20]=[C:21]([NH:22][CH:11]=[C:5]2[C:6](=[O:8])[O:7][C:2]([CH3:10])([CH3:1])[O:3][C:4]2=[O:9])[CH:23]=[CH:24][C:25]=1[F:26], predict the reactants needed to synthesize it. The reactants are: [CH3:1][C:2]1([CH3:10])[O:7][C:6](=[O:8])[CH2:5][C:4](=[O:9])[O:3]1.[CH3:11]OC(OC)OC.[Br:18][C:19]1[CH:20]=[C:21]([CH:23]=[CH:24][C:25]=1[F:26])[NH2:22]. (3) Given the product [F:1][C:2]1[CH:7]=[CH:6][C:5]([C@@H:8]2[C@@H:13]([N:14]([C:16](=[O:34])[C:17]([C:20]3[CH:21]=[C:22]([C:30]([F:31])([F:32])[F:33])[CH:23]=[C:24]([C:26]([F:27])([F:28])[F:29])[CH:25]=3)([CH3:19])[CH3:18])[CH3:15])[CH2:12][CH2:11][N:10]([C:39](=[O:40])[CH2:38][C:37]([OH:36])([CH3:43])[CH3:42])[CH2:9]2)=[C:4]([CH3:35])[CH:3]=1, predict the reactants needed to synthesize it. The reactants are: [F:1][C:2]1[CH:7]=[CH:6][C:5]([C@@H:8]2[C@@H:13]([N:14]([C:16](=[O:34])[C:17]([C:20]3[CH:25]=[C:24]([C:26]([F:29])([F:28])[F:27])[CH:23]=[C:22]([C:30]([F:33])([F:32])[F:31])[CH:21]=3)([CH3:19])[CH3:18])[CH3:15])[CH2:12][CH2:11][NH:10][CH2:9]2)=[C:4]([CH3:35])[CH:3]=1.[OH:36][C:37]([CH3:43])([CH3:42])[CH2:38][C:39](O)=[O:40].O.ON1C2C=CC=CC=2N=N1.Cl.CN(C)CCCN=C=NCC. (4) Given the product [NH2:13][C:11]1[CH:10]=[CH:9][C:3]([C:4]([N:6]([CH3:8])[CH3:7])=[O:5])=[C:2]([F:1])[CH:12]=1, predict the reactants needed to synthesize it. The reactants are: [F:1][C:2]1[CH:12]=[C:11]([N+:13]([O-])=O)[CH:10]=[CH:9][C:3]=1[C:4]([N:6]([CH3:8])[CH3:7])=[O:5].O.O.Cl[Sn]Cl. (5) Given the product [Br-:17].[CH3:19][O:20][CH2:21][CH2:22][N:23]([CH2:24][CH2:25][O:26][CH3:27])[C:5]1[CH:4]=[C:3]([CH3:2])[C:16]2[C:7]([CH:6]=1)=[S+:8][C:9]1[C:14](=[CH:13][CH:12]=[C:11]([N:23]([CH2:24][CH2:25][O:26][CH3:27])[CH2:22][CH2:21][O:20][CH3:19])[CH:10]=1)[N:15]=2, predict the reactants needed to synthesize it. The reactants are: [Br-].[CH3:2][C:3]1[C:16]2[NH2+:15][C:14]3[C:9](=[CH:10][C:11]([Br:17])=[CH:12][CH:13]=3)[S:8][C:7]=2[CH:6]=[C:5](Br)[CH:4]=1.[CH3:19][O:20][CH2:21][CH2:22][NH:23][CH2:24][CH2:25][O:26][CH3:27]. (6) Given the product [Cl:7][C:8]1[CH:9]=[CH:10][C:11]2[N:12]([C:14]([CH2:3][C:2]([OH:5])=[O:4])=[C:15]([C:17]3[CH:22]=[CH:21][C:20]([O:23][CH3:24])=[CH:19][CH:18]=3)[N:16]=2)[CH:13]=1, predict the reactants needed to synthesize it. The reactants are: Cl.[C:2]([OH:5])(=[O:4])[CH3:3].Br.[Cl:7][C:8]1[CH:9]=[CH:10][C:11]2[N:12]([C:14](CC(N)=O)=[C:15]([C:17]3[CH:22]=[CH:21][C:20]([O:23][CH3:24])=[CH:19][CH:18]=3)[N:16]=2)[CH:13]=1. (7) Given the product [F:1][C:2]1[CH:11]=[CH:10][C:9]([F:12])=[C:8]2[C:3]=1[C:4]([NH:13][CH2:14][CH2:15][C:16]1[CH:21]=[CH:20][C:19]([O:22][C:23]3[CH:28]=[C:27]([C:29]([F:32])([F:30])[F:31])[CH:26]=[CH:25][N:24]=3)=[C:18]([CH2:33][CH3:34])[CH:17]=1)=[N:5][CH:6]=[N:7]2, predict the reactants needed to synthesize it. The reactants are: [F:1][C:2]1[CH:11]=[CH:10][C:9]([F:12])=[C:8]2[C:3]=1[C:4]([NH:13][CH2:14][CH2:15][C:16]1[CH:21]=[CH:20][C:19]([O:22][C:23]3[CH:28]=[C:27]([C:29]([F:32])([F:31])[F:30])[CH:26]=[CH:25][N:24]=3)=[C:18]([CH:33]=[CH2:34])[CH:17]=1)=[N:5][CH:6]=[N:7]2. (8) Given the product [CH2:11]([O:10][C:2](=[O:9])[CH:3]([C:22]([CH:19]1[CH2:20][CH2:21][CH:16]([CH2:13][CH2:14][CH3:15])[CH2:17][CH2:18]1)=[O:23])[C:4]([O:6][CH2:7][CH3:8])=[O:5])[CH3:12], predict the reactants needed to synthesize it. The reactants are: [Mg].[C:2]([O:10][CH2:11][CH3:12])(=[O:9])[CH2:3][C:4]([O:6][CH2:7][CH3:8])=[O:5].[CH2:13]([CH:16]1[CH2:21][CH2:20][CH:19]([C:22](Cl)=[O:23])[CH2:18][CH2:17]1)[CH2:14][CH3:15].OS(O)(=O)=O.